This data is from Reaction yield outcomes from USPTO patents with 853,638 reactions. The task is: Predict the reaction yield, written as a fraction of the theoretical maximum amount of product (1.0 means a 100% yield; for example, 0.34 means a 34% yield). (1) The reactants are [Cl:1][C:2]1[CH:3]=[C:4]([C:8]2[NH:13][C:12](=O)[CH:11]=[C:10]([CH2:15][CH3:16])[N:9]=2)[CH:5]=[CH:6][CH:7]=1.O=P(Cl)(Cl)[Cl:19].C([O-])(O)=O.[Na+].[OH-].[Na+]. No catalyst specified. The product is [Cl:19][C:12]1[CH:11]=[C:10]([CH2:15][CH3:16])[N:9]=[C:8]([C:4]2[CH:5]=[CH:6][CH:7]=[C:2]([Cl:1])[CH:3]=2)[N:13]=1. The yield is 0.990. (2) The yield is 0.410. The product is [CH2:9]([C:11]1[S:45][C:14]2[N:15]([CH2:30][C:31]3[CH:32]=[CH:33][C:34]([C:37]4[CH:42]=[CH:41][CH:40]=[CH:39][C:38]=4[C:43]4[NH:46][C:4](=[O:7])[O:5][N:44]=4)=[CH:35][CH:36]=3)[C:16](=[O:29])[CH2:17][N:18]([CH2:21][CH2:22][C:23]3[CH:24]=[CH:25][CH:26]=[CH:27][CH:28]=3)[C:19](=[O:20])[C:13]=2[CH:12]=1)[CH3:10]. The reactants are [Cl-].O[NH3+].[C:4](=[O:7])([O-])[OH:5].[Na+].[CH2:9]([C:11]1[S:45][C:14]2[N:15]([CH2:30][C:31]3[CH:36]=[CH:35][C:34]([C:37]4[C:38]([C:43]#[N:44])=[CH:39][CH:40]=[CH:41][CH:42]=4)=[CH:33][CH:32]=3)[C:16](=[O:29])[CH2:17][N:18]([CH2:21][CH2:22][C:23]3[CH:28]=[CH:27][CH:26]=[CH:25][CH:24]=3)[C:19](=[O:20])[C:13]=2[CH:12]=1)[CH3:10].[N:46]12CCCN=C1CCCCC2. The catalyst is C(Cl)(Cl)Cl.C(Cl)Cl.CS(C)=O. (3) The reactants are C([O:4][CH2:5][C:6]#[C:7][CH2:8][CH2:9][CH2:10][C:11]([OH:13])=[O:12])(=O)C.[C:14](Cl)(=O)C.C(=O)(O)[O-].[Na+]. The catalyst is CO. The product is [CH3:14][O:13][C:11](=[O:12])[CH2:10][CH2:9][CH2:8][C:7]#[C:6][CH2:5][OH:4]. The yield is 0.920.